This data is from Reaction yield outcomes from USPTO patents with 853,638 reactions. The task is: Predict the reaction yield, written as a fraction of the theoretical maximum amount of product (1.0 means a 100% yield; for example, 0.34 means a 34% yield). (1) The reactants are [CH2:1]([N:3]([CH3:28])[C:4]([C:6]1[N:11]=[CH:10][C:9]([O:12][C:13]2[C:18]3[CH:19]=[C:20]([CH3:22])[O:21][C:17]=3[CH:16]=[C:15]([C:23]([O:25]CC)=O)[CH:14]=2)=[CH:8][N:7]=1)=[O:5])[CH3:2].[CH3:29][C:30]1[N:31]=[CH:32][C:33]([NH2:36])=[N:34][CH:35]=1.[Cl-].C[Al+]C. No catalyst specified. The product is [CH2:1]([N:3]([CH3:28])[C:4]([C:6]1[N:11]=[CH:10][C:9]([O:12][C:13]2[C:18]3[CH:19]=[C:20]([CH3:22])[O:21][C:17]=3[CH:16]=[C:15]([C:23](=[O:25])[NH:36][C:33]3[CH:32]=[N:31][C:30]([CH3:29])=[CH:35][N:34]=3)[CH:14]=2)=[CH:8][N:7]=1)=[O:5])[CH3:2]. The yield is 0.610. (2) The reactants are [C:1]1([C:7]2[CH:16]=[CH:15][CH:14]=[C:13]3[C:8]=2[C:9]([NH:31][CH2:32][C:33]2[CH:38]=[CH:37][CH:36]=[CH:35][N:34]=2)=[N:10][C:11]([C:17]2[CH:18]=[C:19]([S:23]([NH:26][P:27](=[O:30])([OH:29])[OH:28])(=[O:25])=[O:24])[CH:20]=[N:21][CH:22]=2)=[N:12]3)[CH:6]=[CH:5][CH:4]=[CH:3][CH:2]=1.[OH-].[Na+:40]. The catalyst is C(O)C.O. The product is [C:1]1([C:7]2[CH:16]=[CH:15][CH:14]=[C:13]3[C:8]=2[C:9]([NH:31][CH2:32][C:33]2[CH:38]=[CH:37][CH:36]=[CH:35][N:34]=2)=[N:10][C:11]([C:17]2[CH:18]=[C:19]([S:23]([NH:26][P:27](=[O:28])([O-:29])[O-:30])(=[O:24])=[O:25])[CH:20]=[N:21][CH:22]=2)=[N:12]3)[CH:2]=[CH:3][CH:4]=[CH:5][CH:6]=1.[Na+:40].[Na+:40].[Na+:40]. The yield is 0.850. (3) The reactants are [O:1]1[C:3]2([CH2:6][N:5]([C:7]([O:9][CH2:10][C:11]3[CH:16]=[CH:15][CH:14]=[CH:13][CH:12]=3)=[O:8])[CH2:4]2)[CH2:2]1.[NH3:17].[C:18]([O:22][C:23]([O:25]C(OC(C)(C)C)=O)=O)([CH3:21])([CH3:20])[CH3:19]. The catalyst is C1COCC1. The product is [CH3:19][C:18]([O:22][C:23]([NH:17][CH2:2][C:3]1([OH:1])[CH2:6][N:5]([C:7]([O:9][CH2:10][C:11]2[CH:16]=[CH:15][CH:14]=[CH:13][CH:12]=2)=[O:8])[CH2:4]1)=[O:25])([CH3:21])[CH3:20]. The yield is 0.0700. (4) The reactants are [Cl:1][C:2]1[N:3]=[CH:4][NH:5][C:6]=1[Cl:7].[OH-].[K+].[Br:10][CH2:11][C:12]1[CH:21]=[CH:20][C:19]2[C:14](=[CH:15][CH:16]=[CH:17][CH:18]=2)[CH:13]=1. The catalyst is C(#N)C. The product is [Br-:10].[Cl:1][C:2]1[N:3]([CH2:11][C:12]2[CH:21]=[CH:20][C:19]3[C:14](=[CH:15][CH:16]=[CH:17][CH:18]=3)[CH:13]=2)[CH2:4][NH+:5]([CH2:11][C:12]2[CH:21]=[CH:20][C:19]3[C:14](=[CH:15][CH:16]=[CH:17][CH:18]=3)[CH:13]=2)[C:6]=1[Cl:7]. The yield is 0.920.